This data is from Catalyst prediction with 721,799 reactions and 888 catalyst types from USPTO. The task is: Predict which catalyst facilitates the given reaction. (1) Reactant: [Cl:1]/[C:2](/[C:12]([F:15])([F:14])[F:13])=[CH:3]\[C@@H:4]1[C@H:6]([C:7](O)=[O:8])[C:5]1([CH3:11])[CH3:10].C(N(CC)CC)C.S(Cl)([Cl:25])=O.S(=O)=O.Cl. Product: [Cl:1]/[C:2](/[C:12]([F:15])([F:14])[F:13])=[CH:3]\[C@@H:4]1[C@H:6]([C:7]([Cl:25])=[O:8])[C:5]1([CH3:11])[CH3:10]. The catalyst class is: 308. (2) Reactant: [F:1][C:2]1[CH:3]=[C:4]([NH:10][C:11]2[N:19]=[CH:18][CH:17]=[CH:16][C:12]=2[C:13]([OH:15])=O)[CH:5]=[C:6]([O:8][CH3:9])[CH:7]=1.Cl.[NH2:21][C:22]([CH3:27])([CH2:25][CH3:26])[C:23]#[CH:24].C1C=CC2N(O)N=NC=2C=1.CCN=C=NCCCN(C)C.CCN(C(C)C)C(C)C. Product: [F:1][C:2]1[CH:3]=[C:4]([NH:10][C:11]2[N:19]=[CH:18][CH:17]=[CH:16][C:12]=2[C:13]([NH:21][C:22]([CH3:27])([CH2:25][CH3:26])[C:23]#[CH:24])=[O:15])[CH:5]=[C:6]([O:8][CH3:9])[CH:7]=1. The catalyst class is: 2. (3) The catalyst class is: 4. Product: [CH3:16][O:15][C:11]1[CH:12]=[CH:13][CH:14]=[C:3]([O:2][CH3:1])[C:4]=1[O:5][CH2:6][C@H:7]([O:10][S:30]([CH3:17])(=[O:33])=[O:29])[CH2:8][O:9][S:25]([CH3:24])(=[O:27])=[O:26]. Reactant: [CH3:1][O:2][C:3]1[CH:14]=[CH:13][CH:12]=[C:11]([O:15][CH3:16])[C:4]=1[O:5][CH2:6][C@H:7]([OH:10])[CH2:8][OH:9].[CH2:17](N(CC)CC)C.[CH3:24][S:25](Cl)(=[O:27])=[O:26].[OH:29][S:30]([O-:33])(=O)=O.[Na+]. (4) Reactant: [Na+].[Cl-].[CH3:3][C:4]([O-:6])=[O:5].[Na+].[NH2:8][C:9]1[CH:13]=[CH:12][NH:11][N:10]=1.Cl.[NH:15]=[CH:16][C:17](OC)=O. Product: [C:4]([OH:6])(=[O:5])[CH3:3].[NH:11]1[CH:12]=[CH:13][C:9]([NH:8][C:16](=[NH:15])[CH3:17])=[N:10]1. The catalyst class is: 23. (5) Reactant: Br[C:2]1[C:7]2[S:8][C:9]([C:11]3[C:16]([Cl:17])=[CH:15][CH:14]=[CH:13][C:12]=3[Cl:18])=[N:10][C:6]=2[CH:5]=[CH:4][N:3]=1.[CH3:19][N:20]([CH3:25])[CH2:21][C:22]([NH2:24])=[O:23].CC1(C)C2C(=C(P(C3C=CC=CC=3)C3C=CC=CC=3)C=CC=2)OC2C(P(C3C=CC=CC=3)C3C=CC=CC=3)=CC=CC1=2.C([O-])([O-])=O.[Cs+].[Cs+]. Product: [Cl:18][C:12]1[CH:13]=[CH:14][CH:15]=[C:16]([Cl:17])[C:11]=1[C:9]1[S:8][C:7]2[C:2]([NH:24][C:22](=[O:23])[CH2:21][N:20]([CH3:25])[CH3:19])=[N:3][CH:4]=[CH:5][C:6]=2[N:10]=1. The catalyst class is: 62. (6) Reactant: [F:1][C:2]1[CH:7]=[CH:6][CH:5]=[CH:4][C:3]=1[C:8]1([C:13]#N)[CH2:12][CH:11]=[CH:10][CH2:9]1.[OH-:15].[K+].[OH2:17]. Product: [F:1][C:2]1[CH:7]=[CH:6][CH:5]=[CH:4][C:3]=1[C:8]1([C:13]([OH:17])=[O:15])[CH2:12][CH:11]=[CH:10][CH2:9]1. The catalyst class is: 5. (7) Reactant: [F:1][CH:2]([F:29])[C:3]1[CH:7]=[C:6]([CH:8]([F:10])[F:9])[N:5]([CH2:11][C:12]([N:14]2[CH2:19][CH2:18][C:17]([C:21]3[S:22][CH:23]=[C:24]([C:26]([OH:28])=O)[N:25]=3)([F:20])[CH2:16][CH2:15]2)=[O:13])[N:4]=1.CN[CH:32]1[C:41]2[C:36](=CC=CC=2)[CH2:35][CH2:34][CH2:33]1.[CH3:42]CN(C(C)C)C(C)C.F[P-](F)(F)(F)(F)F.Br[P+]([N:70]1[CH2:74][CH2:73][CH2:72][CH2:71]1)([N:70]1[CH2:74][CH2:73][CH2:72][CH2:71]1)[N:70]1[CH2:74][CH2:73][CH2:72][CH2:71]1. Product: [F:29][CH:2]([F:1])[C:3]1[CH:7]=[C:6]([CH:8]([F:10])[F:9])[N:5]([CH2:11][C:12]([N:14]2[CH2:15][CH2:16][C:17]([C:21]3[S:22][CH:23]=[C:24]([C:26]([N:70]([CH3:42])[CH:74]4[C:73]5[C:33](=[CH:32][CH:41]=[CH:71][CH:72]=5)[CH2:34][CH2:35][CH2:36]4)=[O:28])[N:25]=3)([F:20])[CH2:18][CH2:19]2)=[O:13])[N:4]=1. The catalyst class is: 4.